From a dataset of Full USPTO retrosynthesis dataset with 1.9M reactions from patents (1976-2016). Predict the reactants needed to synthesize the given product. (1) The reactants are: [Cl:1][C:2]1[CH:7]=[CH:6][N:5]=[C:4]([NH:8][C:9](=[O:15])OC(C)(C)C)[C:3]=1[CH:16]=O.[NH2:18][CH2:19][CH2:20][CH2:21][NH:22][C:23](=[O:29])[O:24][C:25]([CH3:28])([CH3:27])[CH3:26].CC(O)=O. Given the product [Cl:1][C:2]1[C:3]2[CH:16]3[N:22]([C:23]([O:24][C:25]([CH3:28])([CH3:27])[CH3:26])=[O:29])[CH2:21][CH2:20][CH2:19][N:18]3[C:9](=[O:15])[NH:8][C:4]=2[N:5]=[CH:6][CH:7]=1, predict the reactants needed to synthesize it. (2) The reactants are: [Br:1][C:2]1[CH:3]=[C:4]2[C:8](=[CH:9][CH:10]=1)[CH:7]([NH2:11])[CH2:6][CH2:5]2.N1C=CC=CC=1.[C:18](O[C:18](=[O:21])[CH2:19][CH3:20])(=[O:21])[CH2:19][CH3:20]. Given the product [Br:1][C:2]1[CH:3]=[C:4]2[C:8](=[CH:9][CH:10]=1)[CH:7]([NH:11][C:18](=[O:21])[CH2:19][CH3:20])[CH2:6][CH2:5]2, predict the reactants needed to synthesize it. (3) Given the product [N+:16]([C:19]1[CH:25]=[CH:24][C:22]([N:23]2[C:2]3=[N:3][CH:4]=[CH:5][CH:6]=[C:7]3[NH:8][C:9]2=[O:15])=[CH:21][CH:20]=1)([O-:18])=[O:17], predict the reactants needed to synthesize it. The reactants are: Cl[C:2]1[C:7]([NH:8][C:9](=[O:15])OC(C)(C)C)=[CH:6][CH:5]=[CH:4][N:3]=1.[N+:16]([C:19]1[CH:25]=[CH:24][C:22]([NH2:23])=[CH:21][CH:20]=1)([O-:18])=[O:17].CC1(C)C2C=CC=C(P(C3C=CC=CC=3)C3C=CC=CC=3)C=2OC2C1=CC=CC=2P(C1C=CC=CC=1)C1C=CC=CC=1.CC(C)([O-])C.[Na+].